This data is from PAMPA (Parallel Artificial Membrane Permeability Assay) permeability data from NCATS. The task is: Regression/Classification. Given a drug SMILES string, predict its absorption, distribution, metabolism, or excretion properties. Task type varies by dataset: regression for continuous measurements (e.g., permeability, clearance, half-life) or binary classification for categorical outcomes (e.g., BBB penetration, CYP inhibition). Dataset: pampa_ncats. (1) The compound is CN1CCN(CC1)C2=CC=C(C=C2)NC3=C4C=CC=CC4=NC5=CC=CC=C53. The result is 1 (high permeability). (2) The molecule is C1CC2=C(C1)C=C(C=C2)S(=O)(=O)NC3=C(C=CN=C3)C(=O)NC4=NC(=CS4)C5=CC=CC=C5. The result is 1 (high permeability). (3) The molecule is C1=CC=C(C=C1)SC2=C(N(C3=C2C=C(C=C3)Cl)CC4=CC=C(C=C4)Cl)C(=O)O. The result is 1 (high permeability). (4) The drug is CC1=CC=CC=C1C(=O)NC2=C(C3=C(S2)CC(CC3)C(C)(C)C)C(=O)NCC4=CC=CO4. The result is 1 (high permeability). (5) The molecule is C1=CC(=C(C(=C1)Br)O)CNC2=CC=C(C=C2)S(=O)(=O)NC3=NC=CS3. The result is 1 (high permeability).